Dataset: Full USPTO retrosynthesis dataset with 1.9M reactions from patents (1976-2016). Task: Predict the reactants needed to synthesize the given product. (1) Given the product [CH2:9]([NH:8][C:6]([C:5]1[CH:4]=[CH:3][C:2]([NH:1][CH2:27][C:29]2[CH:38]=[CH:37][CH:36]=[CH:35][C:30]=2[C:31]([O:33][CH3:34])=[O:32])=[CH:22][CH:21]=1)=[O:7])[CH2:10][CH2:11][CH2:12][CH2:13][CH2:14][CH2:15][CH2:16][CH2:17][CH2:18][CH2:19][CH3:20], predict the reactants needed to synthesize it. The reactants are: [NH2:1][C:2]1[CH:22]=[CH:21][C:5]([C:6]([NH:8][CH2:9][CH2:10][CH2:11][CH2:12][CH2:13][CH2:14][CH2:15][CH2:16][CH2:17][CH2:18][CH2:19][CH3:20])=[O:7])=[CH:4][CH:3]=1.C(O)(=O)C.[CH:27]([C:29]1[CH:38]=[CH:37][CH:36]=[CH:35][C:30]=1[C:31]([O:33][CH3:34])=[O:32])=O.[BH3-]C#N.[Na+].C([O-])(O)=O.[Na+]. (2) Given the product [Cl:27][C:28]1[CH:33]=[C:32]([Cl:34])[CH:31]=[CH:30][C:29]=1[N:35]1[CH:5]([C:6]2[CH:7]=[C:8]([C:12]3[CH:17]=[CH:16][C:15]([S:18][CH3:19])=[CH:14][CH:13]=3)[CH:9]=[CH:10][CH:11]=2)[CH2:4][C:3]([C:2]([F:25])([F:1])[C:21]([F:24])([F:23])[F:22])=[N:36]1, predict the reactants needed to synthesize it. The reactants are: [F:1][C:2]([F:25])([C:21]([F:24])([F:23])[F:22])[C:3](=O)[CH:4]=[CH:5][C:6]1[CH:7]=[C:8]([C:12]2[CH:17]=[CH:16][C:15]([S:18][CH3:19])=[CH:14][CH:13]=2)[CH:9]=[CH:10][CH:11]=1.Cl.[Cl:27][C:28]1[CH:33]=[C:32]([Cl:34])[CH:31]=[CH:30][C:29]=1[NH:35][NH2:36].Cl.